Regression. Given a peptide amino acid sequence and an MHC pseudo amino acid sequence, predict their binding affinity value. This is MHC class I binding data. From a dataset of Peptide-MHC class I binding affinity with 185,985 pairs from IEDB/IMGT. (1) The peptide sequence is RNPYENILYK. The MHC is HLA-A03:01 with pseudo-sequence HLA-A03:01. The binding affinity (normalized) is 0.181. (2) The peptide sequence is FANHKFTLV. The MHC is HLA-A68:02 with pseudo-sequence HLA-A68:02. The binding affinity (normalized) is 0.388. (3) The peptide sequence is SQDLACIFDA. The MHC is HLA-A11:01 with pseudo-sequence HLA-A11:01. The binding affinity (normalized) is 0.149. (4) The peptide sequence is TSMSFSCIV. The MHC is HLA-A68:02 with pseudo-sequence HLA-A68:02. The binding affinity (normalized) is 0.726. (5) The peptide sequence is FVSVYFSDY. The MHC is HLA-B15:02 with pseudo-sequence HLA-B15:02. The binding affinity (normalized) is 0.659. (6) The peptide sequence is MVDESMMMS. The MHC is HLA-A31:01 with pseudo-sequence HLA-A31:01. The binding affinity (normalized) is 0.0847. (7) The peptide sequence is DIVRVFNEY. The MHC is HLA-A11:01 with pseudo-sequence HLA-A11:01. The binding affinity (normalized) is 0.0847. (8) The peptide sequence is KVCYVPHFK. The MHC is Mamu-B6601 with pseudo-sequence Mamu-B6601. The binding affinity (normalized) is 0.991. (9) The binding affinity (normalized) is 0.334. The MHC is HLA-A69:01 with pseudo-sequence HLA-A69:01. The peptide sequence is FMSLQSGDV.